From a dataset of Catalyst prediction with 721,799 reactions and 888 catalyst types from USPTO. Predict which catalyst facilitates the given reaction. (1) Reactant: [Cl:1][C:2]1[CH:3]=[C:4]2[C:9](=[CH:10][C:11]=1[O:12][CH3:13])[N:8]=[C:7]([CH3:14])[C:6]([C:15]1[CH:20]=[CH:19][C:18]([O:21][C:22]3[CH:27]=[CH:26][C:25]([O:28][C:29]([F:32])([F:31])[F:30])=[CH:24][CH:23]=3)=[CH:17][CH:16]=1)=[C:5]2[O:33]CC.Br. Product: [Cl:1][C:2]1[CH:3]=[C:4]2[C:9](=[CH:10][C:11]=1[O:12][CH3:13])[NH:8][C:7]([CH3:14])=[C:6]([C:15]1[CH:20]=[CH:19][C:18]([O:21][C:22]3[CH:27]=[CH:26][C:25]([O:28][C:29]([F:30])([F:32])[F:31])=[CH:24][CH:23]=3)=[CH:17][CH:16]=1)[C:5]2=[O:33]. The catalyst class is: 15. (2) Reactant: Cl.[NH2:2][CH2:3][CH2:4][NH:5][C:6](=[O:22])[O:7][CH2:8][CH:9]1[C:21]2[CH:20]=[CH:19][CH:18]=[CH:17][C:16]=2[C:15]2[C:10]1=[CH:11][CH:12]=[CH:13][CH:14]=2.[C:23](O)(=[O:31])[C@@H:24]([C@H:26]([C:28]([OH:30])=[O:29])[OH:27])[OH:25].C(N(CC)CC)C.O.ON1C2C=CC=CC=2N=N1.Cl.C(N=C=NCCCN(C)C)C. Product: [CH:11]1[C:10]2[CH:9]([CH2:8][O:7][C:6]([NH:5][CH2:4][CH2:3][NH:2][C:23](=[O:31])[CH:24]([OH:25])[CH:26]([OH:27])[C:28]([OH:30])=[O:29])=[O:22])[C:21]3[C:16](=[CH:17][CH:18]=[CH:19][CH:20]=3)[C:15]=2[CH:14]=[CH:13][CH:12]=1. The catalyst class is: 42. (3) Reactant: CCN(C(C)C)C(C)C.[C:10]([O:14][C:15]([NH:17][CH2:18][C:19]([OH:21])=O)=[O:16])([CH3:13])([CH3:12])[CH3:11].C1C=CC2N(O)N=NC=2C=1.CCN=C=NCCCN(C)C.Cl.[CH2:44]([N:51]1[CH2:56][CH2:55][NH:54][CH2:53][CH2:52]1)[C:45]1[CH:50]=[CH:49][CH:48]=[CH:47][CH:46]=1. Product: [C:10]([O:14][C:15](=[O:16])[NH:17][CH2:18][C:19]([N:54]1[CH2:55][CH2:56][N:51]([CH2:44][C:45]2[CH:46]=[CH:47][CH:48]=[CH:49][CH:50]=2)[CH2:52][CH2:53]1)=[O:21])([CH3:11])([CH3:12])[CH3:13]. The catalyst class is: 18. (4) Reactant: C[Al](C)C.[CH3:5][NH2:6].C(O[C:10](=[O:40])[C:11]1[CH:16]=[CH:15][CH:14]=[C:13]([NH:17][C:18]([C:20]2[N:24]3[N:25]=[C:26]([NH:30][CH2:31][C:32]4[CH:37]=[CH:36][C:35]([O:38][CH3:39])=[CH:34][CH:33]=4)[CH:27]=[C:28]([CH3:29])[C:23]3=[N:22][CH:21]=2)=[O:19])[CH:12]=1)C. Product: [CH3:5][NH:6][C:10]([C:11]1[CH:12]=[C:13]([NH:17][C:18]([C:20]2[N:24]3[N:25]=[C:26]([NH:30][CH2:31][C:32]4[CH:37]=[CH:36][C:35]([O:38][CH3:39])=[CH:34][CH:33]=4)[CH:27]=[C:28]([CH3:29])[C:23]3=[N:22][CH:21]=2)=[O:19])[CH:14]=[CH:15][CH:16]=1)=[O:40]. The catalyst class is: 4. (5) Reactant: [Br:1][CH:2]([C:13]1[CH:18]=[CH:17][C:16]([CH2:19][CH3:20])=[CH:15][N:14]=1)[CH2:3][O:4][C:5]1[CH:12]=[CH:11][C:8]([CH:9]=O)=[CH:7][CH:6]=1.[S:21]1[CH2:25][C:24](=[O:26])[NH:23][C:22]1=[O:27].C(O)(=O)C.N1CCCCC1. Product: [Br:1][CH:2]([C:13]1[CH:18]=[CH:17][C:16]([CH2:19][CH3:20])=[CH:15][N:14]=1)[CH2:3][O:4][C:5]1[CH:12]=[CH:11][C:8]([CH:9]=[C:25]2[S:21][C:22](=[O:27])[NH:23][C:24]2=[O:26])=[CH:7][CH:6]=1. The catalyst class is: 11. (6) Reactant: [C:1]([C:5]1[CH:10]=[CH:9][C:8]([S:11]([N:14]2[C:20]3[CH:21]=[C:22]([C:25]([NH:27][NH2:28])=[O:26])[CH:23]=[CH:24][C:19]=3[NH:18][C:17]3[N:29]=[C:30]([C:33]([F:36])([F:35])[F:34])[CH:31]=[CH:32][C:16]=3[CH2:15]2)(=[O:13])=[O:12])=[CH:7][CH:6]=1)([CH3:4])([CH3:3])[CH3:2].[CH2:37](N(CC)CC)[CH3:38].C(Cl)(=O)C.O=P(Cl)(Cl)Cl. Product: [C:1]([C:5]1[CH:6]=[CH:7][C:8]([S:11]([N:14]2[C:20]3[CH:21]=[C:22]([C:25]4[O:26][C:37]([CH3:38])=[N:28][N:27]=4)[CH:23]=[CH:24][C:19]=3[NH:18][C:17]3[N:29]=[C:30]([C:33]([F:35])([F:36])[F:34])[CH:31]=[CH:32][C:16]=3[CH2:15]2)(=[O:13])=[O:12])=[CH:9][CH:10]=1)([CH3:4])([CH3:2])[CH3:3]. The catalyst class is: 577. (7) Reactant: Br[CH2:2][C:3]1[C:8]([CH:9]2[CH2:11][CH2:10]2)=[CH:7][CH:6]=[CH:5][C:4]=1[N:12]1[C:16](=[O:17])[N:15]([CH3:18])[N:14]=[N:13]1.[CH3:19][C:20]1[CH:25]=[C:24]([C:26]2[CH:30]=[CH:29][N:28]([CH3:31])[N:27]=2)[CH:23]=[CH:22][C:21]=1[OH:32].C(=O)([O-])[O-].[K+].[K+]. Product: [CH:9]1([C:8]2[C:3]([CH2:2][O:32][C:21]3[CH:22]=[CH:23][C:24]([C:26]4[CH:30]=[CH:29][N:28]([CH3:31])[N:27]=4)=[CH:25][C:20]=3[CH3:19])=[C:4]([N:12]3[C:16](=[O:17])[N:15]([CH3:18])[N:14]=[N:13]3)[CH:5]=[CH:6][CH:7]=2)[CH2:11][CH2:10]1. The catalyst class is: 10. (8) Reactant: CON(C)[C:4]([C:6]1[N:7]=[CH:8][O:9][C:10]=1[CH3:11])=[O:5].[CH3:13][Mg]Cl. Product: [CH3:11][C:10]1[O:9][CH:8]=[N:7][C:6]=1[C:4](=[O:5])[CH3:13]. The catalyst class is: 1. (9) Reactant: Cl.[NH2:2][C:3]1[C:12]2[N:13]=[C:14]([CH2:20][CH2:21][CH2:22][CH2:23][NH:24]C(=O)OC(C)(C)C)[N:15]([CH2:16][CH:17]([CH3:19])[CH3:18])[C:11]=2[C:10]2[CH:9]=[CH:8][CH:7]=[CH:6][C:5]=2[N:4]=1. Product: [NH2:24][CH2:23][CH2:22][CH2:21][CH2:20][C:14]1[N:15]([CH2:16][CH:17]([CH3:19])[CH3:18])[C:11]2[C:10]3[CH:9]=[CH:8][CH:7]=[CH:6][C:5]=3[N:4]=[C:3]([NH2:2])[C:12]=2[N:13]=1. The catalyst class is: 8.